From a dataset of Forward reaction prediction with 1.9M reactions from USPTO patents (1976-2016). Predict the product of the given reaction. The product is: [CH:29]1([N:16]([CH2:15][C:12]2[CH:13]=[CH:14][C:9]([C:6]3[CH:5]=[CH:4][C:3]([C:2]([F:1])([F:27])[F:28])=[CH:8][CH:7]=3)=[CH:10][CH:11]=2)[C:17]2[CH:26]=[CH:25][C:20]([C:21]([O:23][CH3:24])=[O:22])=[CH:19][N:18]=2)[CH2:31][CH2:30]1. Given the reactants [F:1][C:2]([F:28])([F:27])[C:3]1[CH:8]=[CH:7][C:6]([C:9]2[CH:14]=[CH:13][C:12]([CH:15]=[N:16][C:17]3[CH:26]=[CH:25][C:20]([C:21]([O:23][CH3:24])=[O:22])=[CH:19][N:18]=3)=[CH:11][CH:10]=2)=[CH:5][CH:4]=1.[CH:29]1([Mg]Br)[CH2:31][CH2:30]1, predict the reaction product.